This data is from NCI-60 drug combinations with 297,098 pairs across 59 cell lines. The task is: Regression. Given two drug SMILES strings and cell line genomic features, predict the synergy score measuring deviation from expected non-interaction effect. (1) Drug 1: CC(C1=C(C=CC(=C1Cl)F)Cl)OC2=C(N=CC(=C2)C3=CN(N=C3)C4CCNCC4)N. Drug 2: C1CCC(CC1)NC(=O)N(CCCl)N=O. Cell line: OVCAR-8. Synergy scores: CSS=45.3, Synergy_ZIP=6.69, Synergy_Bliss=12.8, Synergy_Loewe=9.60, Synergy_HSA=11.1. (2) Drug 1: CC12CCC3C(C1CCC2=O)CC(=C)C4=CC(=O)C=CC34C. Drug 2: CC=C1C(=O)NC(C(=O)OC2CC(=O)NC(C(=O)NC(CSSCCC=C2)C(=O)N1)C(C)C)C(C)C. Cell line: SK-MEL-28. Synergy scores: CSS=53.7, Synergy_ZIP=0.670, Synergy_Bliss=0.506, Synergy_Loewe=-5.63, Synergy_HSA=3.42. (3) Drug 1: CC1=CC2C(CCC3(C2CCC3(C(=O)C)OC(=O)C)C)C4(C1=CC(=O)CC4)C. Drug 2: CC1C(C(CC(O1)OC2CC(OC(C2O)C)OC3=CC4=CC5=C(C(=O)C(C(C5)C(C(=O)C(C(C)O)O)OC)OC6CC(C(C(O6)C)O)OC7CC(C(C(O7)C)O)OC8CC(C(C(O8)C)O)(C)O)C(=C4C(=C3C)O)O)O)O. Cell line: NCIH23. Synergy scores: CSS=1.19, Synergy_ZIP=1.80, Synergy_Bliss=0.346, Synergy_Loewe=0.116, Synergy_HSA=-2.35. (4) Drug 1: CC1C(C(CC(O1)OC2CC(OC(C2O)C)OC3=CC4=CC5=C(C(=O)C(C(C5)C(C(=O)C(C(C)O)O)OC)OC6CC(C(C(O6)C)O)OC7CC(C(C(O7)C)O)OC8CC(C(C(O8)C)O)(C)O)C(=C4C(=C3C)O)O)O)O. Drug 2: C(=O)(N)NO. Cell line: MOLT-4. Synergy scores: CSS=46.6, Synergy_ZIP=-3.13, Synergy_Bliss=-6.72, Synergy_Loewe=-24.1, Synergy_HSA=-4.43. (5) Cell line: SNB-19. Drug 1: CN1C(=O)N2C=NC(=C2N=N1)C(=O)N. Drug 2: CCC1(CC2CC(C3=C(CCN(C2)C1)C4=CC=CC=C4N3)(C5=C(C=C6C(=C5)C78CCN9C7C(C=CC9)(C(C(C8N6C)(C(=O)OC)O)OC(=O)C)CC)OC)C(=O)OC)O.OS(=O)(=O)O. Synergy scores: CSS=1.17, Synergy_ZIP=-0.418, Synergy_Bliss=0.302, Synergy_Loewe=-1.56, Synergy_HSA=0.270.